From a dataset of Peptide-MHC class I binding affinity with 185,985 pairs from IEDB/IMGT. Regression. Given a peptide amino acid sequence and an MHC pseudo amino acid sequence, predict their binding affinity value. This is MHC class I binding data. (1) The peptide sequence is KLPRMFLPK. The MHC is HLA-B08:01 with pseudo-sequence HLA-B08:01. The binding affinity (normalized) is 0.0847. (2) The peptide sequence is SWPDGAELPF. The MHC is HLA-A26:01 with pseudo-sequence HLA-A26:01. The binding affinity (normalized) is 0. (3) The peptide sequence is YTVKCPNL. The MHC is H-2-Db with pseudo-sequence H-2-Db. The binding affinity (normalized) is 0.00337. (4) The peptide sequence is KLWEWLGYL. The MHC is HLA-A02:01 with pseudo-sequence HLA-A02:01. The binding affinity (normalized) is 1.00. (5) The peptide sequence is YAEMWAQDA. The binding affinity (normalized) is 0. The MHC is HLA-B37:01 with pseudo-sequence HLA-B37:01.